The task is: Predict the product of the given reaction.. This data is from Forward reaction prediction with 1.9M reactions from USPTO patents (1976-2016). (1) Given the reactants [CH3:1][C:2]1[O:6][C:5](=[O:7])[N:4]([CH2:8][C:9]2[N:17]=[C:16]([C:18]([F:21])([F:20])[F:19])[CH:15]=[CH:14][C:10]=2[C:11]([OH:13])=O)[N:3]=1.ClC(N(C)C)=C(C)C.[C:30]1(=[O:37])[CH2:35][CH2:34][CH2:33][C:32](=[O:36])[CH2:31]1.C(N(CC)CC)C.CC(C)(O)C#N, predict the reaction product. The product is: [OH:37][C:30]1[CH2:35][CH2:34][CH2:33][C:32](=[O:36])[C:31]=1[C:11]([C:10]1[C:9]([CH2:8][N:4]2[N:3]=[C:2]([CH3:1])[O:6][C:5]2=[O:7])=[N:17][C:16]([C:18]([F:21])([F:20])[F:19])=[CH:15][CH:14]=1)=[O:13]. (2) Given the reactants [NH2:1][C:2]1[CH:3]=[C:4]([CH2:8][CH2:9][C:10]2[CH:15]=[CH:14][N:13]=[C:12]([NH:16][C:17](=[O:23])[O:18][C:19]([CH3:22])([CH3:21])[CH3:20])[CH:11]=2)[CH:5]=[CH:6][CH:7]=1.[Cl:24][C:25]1[N:30]=[C:29](Cl)[C:28]([F:32])=[CH:27][N:26]=1.C(=O)([O-])[O-].[K+].[K+], predict the reaction product. The product is: [Cl:24][C:25]1[N:30]=[C:29]([NH:1][C:2]2[CH:3]=[C:4]([CH2:8][CH2:9][C:10]3[CH:15]=[CH:14][N:13]=[C:12]([NH:16][C:17](=[O:23])[O:18][C:19]([CH3:20])([CH3:22])[CH3:21])[CH:11]=3)[CH:5]=[CH:6][CH:7]=2)[C:28]([F:32])=[CH:27][N:26]=1. (3) Given the reactants C(Cl)(=O)C(Cl)=O.[Br:7][C:8]1[CH:16]=[C:15]([CH3:17])[CH:14]=[CH:13][C:9]=1[C:10]([OH:12])=O.[Si]([CH:22]=[N+:23]=[N-:24])(C)(C)C.C([O-])(O)=O.[Na+], predict the reaction product. The product is: [Br:7][C:8]1[CH:16]=[C:15]([CH3:17])[CH:14]=[CH:13][C:9]=1[C:10](=[O:12])[CH:22]=[N+:23]=[N-:24].